Dataset: NCI-60 drug combinations with 297,098 pairs across 59 cell lines. Task: Regression. Given two drug SMILES strings and cell line genomic features, predict the synergy score measuring deviation from expected non-interaction effect. (1) Drug 1: C1=CC(=C2C(=C1NCCNCCO)C(=O)C3=C(C=CC(=C3C2=O)O)O)NCCNCCO. Drug 2: CC1=C2C(C(=O)C3(C(CC4C(C3C(C(C2(C)C)(CC1OC(=O)C(C(C5=CC=CC=C5)NC(=O)OC(C)(C)C)O)O)OC(=O)C6=CC=CC=C6)(CO4)OC(=O)C)O)C)O. Cell line: COLO 205. Synergy scores: CSS=42.5, Synergy_ZIP=-8.74, Synergy_Bliss=-11.9, Synergy_Loewe=-9.49, Synergy_HSA=-6.25. (2) Drug 1: C1CCC(C1)C(CC#N)N2C=C(C=N2)C3=C4C=CNC4=NC=N3. Drug 2: CC1=C(C=C(C=C1)NC2=NC=CC(=N2)N(C)C3=CC4=NN(C(=C4C=C3)C)C)S(=O)(=O)N.Cl. Cell line: OVCAR-8. Synergy scores: CSS=11.3, Synergy_ZIP=2.94, Synergy_Bliss=8.91, Synergy_Loewe=6.25, Synergy_HSA=7.00. (3) Drug 1: CC=C1C(=O)NC(C(=O)OC2CC(=O)NC(C(=O)NC(CSSCCC=C2)C(=O)N1)C(C)C)C(C)C. Drug 2: C1=NC2=C(N1)C(=S)N=CN2. Cell line: NCIH23. Synergy scores: CSS=39.8, Synergy_ZIP=-10.9, Synergy_Bliss=-5.64, Synergy_Loewe=-0.889, Synergy_HSA=-0.958.